This data is from Cav3 T-type calcium channel HTS with 100,875 compounds. The task is: Binary Classification. Given a drug SMILES string, predict its activity (active/inactive) in a high-throughput screening assay against a specified biological target. (1) The molecule is s1c2c(n(c(c2)C(=O)Nc2cc(ccc2)C(OC)=O)C)cc1. The result is 0 (inactive). (2) The drug is N1(CCN(CC1)c1ccccc1)c1nc(n2nc(cc2C)C)nc(c1)C. The result is 0 (inactive).